Dataset: Catalyst prediction with 721,799 reactions and 888 catalyst types from USPTO. Task: Predict which catalyst facilitates the given reaction. (1) Reactant: [C:1]1(=[O:6])[O:5][CH:4]=[CH:3][O:2]1.[C:7]1([SH:13])[CH:12]=[CH:11][CH:10]=[CH:9][CH:8]=1.C(N(CC)CC)C. Product: [C:7]1([S:13][CH:3]2[CH2:4][O:5][C:1](=[O:6])[O:2]2)[CH:12]=[CH:11][CH:10]=[CH:9][CH:8]=1. The catalyst class is: 7. (2) Reactant: [CH2:1]([O:3][C:4]1[CH:13]=[CH:12][CH:11]=[CH:10][C:5]=1[C:6]([NH:8]O)=[NH:7])[CH3:2].[ClH:14]. Product: [ClH:14].[CH2:1]([O:3][C:4]1[CH:13]=[CH:12][CH:11]=[CH:10][C:5]=1[C:6]([NH2:8])=[NH:7])[CH3:2]. The catalyst class is: 285. (3) Reactant: [Br:1][C:2]1[C:7]([O:8][CH3:9])=[CH:6][C:5]([CH:10]2O[CH:13]=[N:12][CH:11]2S(C2C=CC(C)=CC=2)(=O)=O)=[CH:4][C:3]=1[O:25][CH3:26].[CH3:27][NH2:28].C1COCC1. Product: [Br:1][C:2]1[C:3]([O:25][CH3:26])=[CH:4][C:5]([C:10]2[N:28]=[CH:27][N:12]([CH3:13])[CH:11]=2)=[CH:6][C:7]=1[O:8][CH3:9]. The catalyst class is: 191. (4) Reactant: [Cl:1][C:2]1[CH:7]=[CH:6][C:5]([NH:8][C:9]([CH:11]2[CH2:16][N:15]([C:17](=[O:29])[C:18]3[CH:23]=[CH:22][CH:21]=[C:20]([C:24]4[O:25][CH:26]=[CH:27][CH:28]=4)[CH:19]=3)[CH2:14][CH2:13][NH:12]2)=[O:10])=[CH:4][CH:3]=1.[N:30]([C:33]1[CH:38]=[CH:37][CH:36]=[CH:35][CH:34]=1)=[C:31]=[O:32]. Product: [Cl:1][C:2]1[CH:7]=[CH:6][C:5]([NH:8][C:9]([CH:11]2[CH2:16][N:15]([C:17](=[O:29])[C:18]3[CH:23]=[CH:22][CH:21]=[C:20]([C:24]4[O:25][CH:26]=[CH:27][CH:28]=4)[CH:19]=3)[CH2:14][CH2:13][N:12]2[C:31]([NH:30][C:33]2[CH:38]=[CH:37][CH:36]=[CH:35][CH:34]=2)=[O:32])=[O:10])=[CH:4][CH:3]=1. The catalyst class is: 4.